Dataset: Reaction yield outcomes from USPTO patents with 853,638 reactions. Task: Predict the reaction yield, written as a fraction of the theoretical maximum amount of product (1.0 means a 100% yield; for example, 0.34 means a 34% yield). (1) The reactants are Br[C:2]1[CH:3]=[C:4]2[C:9](=[CH:10][CH:11]=1)[C:8]([C:12]([F:15])([F:14])[F:13])=[C:7]([O:16][C@H:17]1[CH2:22][CH2:21][C@H:20]([C:23]([CH3:26])([CH3:25])[CH3:24])[CH2:19][CH2:18]1)[CH:6]=[CH:5]2.[Li]CCCC.CN([CH:35]=[O:36])C.[NH4+].[Cl-]. The catalyst is C1COCC1. The yield is 0.700. The product is [C:23]([C@H:20]1[CH2:21][CH2:22][C@H:17]([O:16][C:7]2[C:8]([C:12]([F:14])([F:15])[F:13])=[C:9]3[C:4](=[CH:5][CH:6]=2)[CH:3]=[C:2]([CH:35]=[O:36])[CH:11]=[CH:10]3)[CH2:18][CH2:19]1)([CH3:25])([CH3:26])[CH3:24]. (2) The reactants are [Br:1]N1C(=O)CCC1=O.[CH:9]1([C:12]([N:14]2[C:23]3[C:18](=[C:19]([O:29][C:30]4[CH:35]=[CH:34][CH:33]=[CH:32][CH:31]=4)[C:20]([N:24]4[CH:28]=[CH:27][CH:26]=[N:25]4)=[CH:21][CH:22]=3)[CH2:17][CH2:16][C@@H:15]2[CH3:36])=[O:13])[CH2:11][CH2:10]1. The catalyst is CN(C)C=O.O. The product is [Br:1][C:27]1[CH:26]=[N:25][N:24]([C:20]2[C:19]([O:29][C:30]3[CH:35]=[CH:34][CH:33]=[CH:32][CH:31]=3)=[C:18]3[C:23](=[CH:22][CH:21]=2)[N:14]([C:12]([CH:9]2[CH2:10][CH2:11]2)=[O:13])[C@@H:15]([CH3:36])[CH2:16][CH2:17]3)[CH:28]=1. The yield is 0.910.